Dataset: Forward reaction prediction with 1.9M reactions from USPTO patents (1976-2016). Task: Predict the product of the given reaction. (1) The product is: [C:9]([NH:16][CH2:17][CH2:18][Br:19])([O:11][C:12]([CH3:13])([CH3:14])[CH3:15])=[O:10]. Given the reactants [CH3:13][C:12]([O:11][C:9](O[C:9]([O:11][C:12]([CH3:15])([CH3:14])[CH3:13])=[O:10])=[O:10])([CH3:15])[CH3:14].[NH2:16][CH2:17][CH2:18][Br:19].Br.CCN(CC)CC, predict the reaction product. (2) Given the reactants Br[CH2:2][CH2:3][CH2:4][O:5][C:6]1[CH:11]=[CH:10][C:9]([F:12])=[CH:8][C:7]=1[I:13].[F:14][C:15]1[CH:20]=[C:19]([CH3:21])[C:18]([OH:22])=[C:17]([I:23])[CH:16]=1.C(=O)([O-])[O-].[K+].[K+], predict the reaction product. The product is: [F:14][C:15]1[CH:20]=[C:19]([CH3:21])[C:18]([O:22][CH2:2][CH2:3][CH2:4][O:5][C:6]2[CH:11]=[CH:10][C:9]([F:12])=[CH:8][C:7]=2[I:13])=[C:17]([I:23])[CH:16]=1. (3) Given the reactants Br[C:2]1[CH:3]=[CH:4][C:5]([C:8]2[CH2:12][C@H:11]([CH2:13][OH:14])[O:10][N:9]=2)=[N:6][CH:7]=1.[F:15][C:16]1[CH:17]=[C:18]([N:31]2[CH2:35][C@H:34]([CH2:36][N:37]3[CH:41]=[CH:40][N:39]=[N:38]3)[O:33][C:32]2=[O:42])[CH:19]=[CH:20][C:21]=1B1OC(C)(C)C(C)(C)O1.C(=O)([O-])[O-].[K+].[K+], predict the reaction product. The product is: [F:15][C:16]1[CH:17]=[C:18]([N:31]2[CH2:35][C@H:34]([CH2:36][N:37]3[CH:41]=[CH:40][N:39]=[N:38]3)[O:33][C:32]2=[O:42])[CH:19]=[CH:20][C:21]=1[C:2]1[CH:7]=[N:6][C:5]([C:8]2[CH2:12][C@H:11]([CH2:13][OH:14])[O:10][N:9]=2)=[CH:4][CH:3]=1. (4) Given the reactants C(N(CC)CC)C.[C:8]([NH:11][C:12](=[CH:16][C:17]1[CH:22]=[CH:21][CH:20]=[CH:19][CH:18]=1)[C:13]([OH:15])=[O:14])(=[O:10])[CH3:9].[H][H], predict the reaction product. The product is: [C:8]([NH:11][C@@H:12]([C:13]([OH:15])=[O:14])[CH2:16][C:17]1[CH:18]=[CH:19][CH:20]=[CH:21][CH:22]=1)(=[O:10])[CH3:9]. (5) Given the reactants C(C1C=C(NC(=O)CC)C=CC=1)#N.[NH2:14][C:15]1[CH:16]=[C:17]([F:23])[CH:18]=[C:19]([CH:22]=1)[C:20]#[N:21].[CH3:24][CH2:25][CH2:26][CH2:27][C:28](Cl)=[O:29], predict the reaction product. The product is: [C:20]([C:19]1[CH:22]=[C:15]([NH:14][C:28](=[O:29])[CH2:27][CH2:26][CH2:25][CH3:24])[CH:16]=[C:17]([F:23])[CH:18]=1)#[N:21]. (6) Given the reactants [Cl:1][C:2]1[CH:3]=[CH:4][C:5]([O:11][CH2:12][CH:13]([CH3:15])[CH3:14])=[C:6]([CH2:8][C:9]#[N:10])[CH:7]=1.[CH3:16][OH:17], predict the reaction product. The product is: [ClH:1].[Cl:1][C:2]1[CH:3]=[CH:4][C:5]([O:11][CH2:12][CH:13]([CH3:15])[CH3:14])=[C:6]([CH2:8][C:9](=[NH:10])[O:17][CH3:16])[CH:7]=1. (7) Given the reactants I[C:2]1[CH:7]=[CH:6][C:5]([I:8])=[CH:4][CH:3]=1.O1CCCC1.C([Mg]Cl)(C)C.[CH2:19]([O:21][Si:22](OCC)([O:26][CH2:27][CH3:28])[O:23][CH2:24][CH3:25])[CH3:20], predict the reaction product. The product is: [CH2:19]([O:21][Si:22]([O:26][CH2:27][CH3:28])([O:23][CH2:24][CH3:25])[C:2]1[CH:7]=[CH:6][C:5]([I:8])=[CH:4][CH:3]=1)[CH3:20].